Dataset: Forward reaction prediction with 1.9M reactions from USPTO patents (1976-2016). Task: Predict the product of the given reaction. (1) Given the reactants [NH2:1][CH2:2][C:3]1[CH:4]=[C:5]([CH:26]=[CH:27][CH:28]=1)[C:6]([N:8]([CH2:17][C:18]1[CH:23]=[C:22]([Cl:24])[CH:21]=[C:20]([Cl:25])[CH:19]=1)[CH2:9][C:10]1[CH:15]=[CH:14][C:13]([F:16])=[CH:12][CH:11]=1)=[O:7].[F:29][C:30]1[CH:37]=[CH:36][C:33]([CH:34]=O)=[CH:32][CH:31]=1.C(O[BH-](OC(=O)C)OC(=O)C)(=O)C.[Na+].C([O-])(O)=O.[Na+], predict the reaction product. The product is: [Cl:25][C:20]1[CH:19]=[C:18]([CH:23]=[C:22]([Cl:24])[CH:21]=1)[CH2:17][N:8]([CH2:9][C:10]1[CH:11]=[CH:12][C:13]([F:16])=[CH:14][CH:15]=1)[C:6](=[O:7])[C:5]1[CH:26]=[CH:27][CH:28]=[C:3]([CH2:2][NH:1][CH2:34][C:33]2[CH:36]=[CH:37][C:30]([F:29])=[CH:31][CH:32]=2)[CH:4]=1. (2) The product is: [Cl:1][C:2]1[N:6]2[CH:7]=[C:8]([CH2:15][CH2:16][CH3:17])[CH:9]=[C:10]([C:11]([F:13])([F:12])[F:14])[C:5]2=[N:4][C:3]=1[C:18]([OH:20])=[O:19]. Given the reactants [Cl:1][C:2]1[N:6]2[CH:7]=[C:8]([CH2:15][CH2:16][CH3:17])[CH:9]=[C:10]([C:11]([F:14])([F:13])[F:12])[C:5]2=[N:4][C:3]=1[C:18]([O:20]C)=[O:19].O.[OH-].[Na+].Cl, predict the reaction product. (3) Given the reactants [Br:1][C:2]1[C:6]([N+:7]([O-:9])=[O:8])=[C:5](Br)[N:4]([CH2:11][CH2:12][CH3:13])[N:3]=1.C[Si]([N-:18][Si](C)(C)C)(C)C.[Li+].P(C(C)(C)C)(C(C)(C)C)C(C)(C)C.[C:37]1([CH3:43])[CH:42]=[CH:41][CH:40]=[CH:39][CH:38]=1, predict the reaction product. The product is: [CH2:43]([NH:18][C:5]1[N:4]([CH2:11][CH2:12][CH3:13])[N:3]=[C:2]([Br:1])[C:6]=1[N+:7]([O-:9])=[O:8])[C:37]1[CH:42]=[CH:41][CH:40]=[CH:39][CH:38]=1. (4) Given the reactants [Cl:1][C:2]1[CH:7]=[CH:6][C:5]([C:8]2[CH:9]=[C:10]3[C:16]([C:17]([C:19]4[C:20]([F:33])=[C:21]([NH:26][S:27]([CH2:30][CH2:31][CH3:32])(=[O:29])=[O:28])[CH:22]=[CH:23][C:24]=4[F:25])=[O:18])=[CH:15][NH:14][C:11]3=[N:12][CH:13]=2)=[CH:4][CH:3]=1.[OH-].[K+].[C:36]([O:40][CH:41](Cl)[CH:42]([CH3:44])[CH3:43])(=[O:39])[CH2:37][CH3:38], predict the reaction product. The product is: [C:36]([O:40][CH:41]([N:14]1[C:11]2=[N:12][CH:13]=[C:8]([C:5]3[CH:6]=[CH:7][C:2]([Cl:1])=[CH:3][CH:4]=3)[CH:9]=[C:10]2[C:16]([C:17](=[O:18])[C:19]2[C:24]([F:25])=[CH:23][CH:22]=[C:21]([NH:26][S:27]([CH2:30][CH2:31][CH3:32])(=[O:28])=[O:29])[C:20]=2[F:33])=[CH:15]1)[CH:42]([CH3:44])[CH3:43])(=[O:39])[CH2:37][CH3:38]. (5) Given the reactants [C:1]([O:5][C:6]([N:8]([CH2:27][C@@H:28]1[CH2:37][CH2:36][C:35]2[C:30](=[CH:31][CH:32]=[C:33]([C:38]3[CH:47]=[CH:46][C:41]([C:42]([O:44][CH3:45])=[O:43])=[C:40]([OH:48])[CH:39]=3)[CH:34]=2)[O:29]1)[CH2:9][C@H:10]([O:19][Si:20]([C:23]([CH3:26])([CH3:25])[CH3:24])([CH3:22])[CH3:21])[CH2:11][O:12][C:13]1[CH:18]=[CH:17][CH:16]=[CH:15][CH:14]=1)=[O:7])([CH3:4])([CH3:3])[CH3:2].[F:49][C:50]([F:63])([F:62])[S:51](O[S:51]([C:50]([F:63])([F:62])[F:49])(=[O:53])=[O:52])(=[O:53])=[O:52].N1C=CC=C[CH:65]=1, predict the reaction product. The product is: [C:1]([O:5][C:6]([N:8]([CH2:27][C@@H:28]1[CH2:37][CH2:36][C:35]2[C:30](=[CH:31][CH:32]=[C:33]([C:38]3[CH:47]=[CH:46][C:41]([C:42]([O:44][CH3:45])=[O:43])=[C:40]([O:48][CH2:65][S:51]([C:50]([F:63])([F:62])[F:49])(=[O:53])=[O:52])[CH:39]=3)[CH:34]=2)[O:29]1)[CH2:9][C@H:10]([O:19][Si:20]([C:23]([CH3:25])([CH3:24])[CH3:26])([CH3:22])[CH3:21])[CH2:11][O:12][C:13]1[CH:14]=[CH:15][CH:16]=[CH:17][CH:18]=1)=[O:7])([CH3:2])([CH3:3])[CH3:4]. (6) Given the reactants [NH2:1][C:2]1[C:10]2[C:9]([C:11]3[CH:16]=[C:15]([O:17][CH3:18])[CH:14]=[C:13]([Cl:19])[CH:12]=3)=[N:8][C:7](S(C)=O)=[N:6][C:5]=2[S:4][C:3]=1[C:23]([NH2:25])=[O:24].CN([CH:29]=[O:30])C, predict the reaction product. The product is: [CH2:3]([C@@H:2]([NH:1][C:7]1[N:8]=[C:9]([C:11]2[CH:16]=[C:15]([O:17][CH3:18])[CH:14]=[C:13]([Cl:19])[CH:12]=2)[C:10]2[C:2]([NH2:1])=[C:3]([C:23]([NH2:25])=[O:24])[S:4][C:5]=2[N:6]=1)[CH2:29][OH:30])[CH3:23].